From a dataset of Reaction yield outcomes from USPTO patents with 853,638 reactions. Predict the reaction yield, written as a fraction of the theoretical maximum amount of product (1.0 means a 100% yield; for example, 0.34 means a 34% yield). (1) The reactants are [CH2:1]([O:8][C:9]1[CH:17]=[CH:16][C:12]([C:13]([OH:15])=O)=[CH:11][C:10]=1[C:18]([NH:20][C:21]1[CH:26]=[C:25]([C:27]([F:30])([F:29])[F:28])[CH:24]=[C:23]([C:31]([F:34])([F:33])[F:32])[CH:22]=1)=[O:19])[C:2]1[CH:7]=[CH:6][CH:5]=[CH:4][CH:3]=1.[NH:35]1[CH2:40][CH2:39][CH2:38][CH2:37][CH2:36]1. No catalyst specified. The product is [CH2:1]([O:8][C:9]1[CH:17]=[CH:16][C:12]([C:13]([N:35]2[CH2:40][CH2:39][CH2:38][CH2:37][CH2:36]2)=[O:15])=[CH:11][C:10]=1[C:18]([NH:20][C:21]1[CH:22]=[C:23]([C:31]([F:34])([F:33])[F:32])[CH:24]=[C:25]([C:27]([F:30])([F:28])[F:29])[CH:26]=1)=[O:19])[C:2]1[CH:7]=[CH:6][CH:5]=[CH:4][CH:3]=1. The yield is 0.564. (2) The product is [F:23][C:21]1[CH:22]=[C:17]([C:7]2[CH:12]=[CH:11][CH:10]=[CH:9][CH:8]=2)[C:18]([CH3:24])=[CH:19][CH:20]=1. The yield is 0.860. The reactants are C(=O)([O-])[O-].[K+].[K+].[C:7]1(B(O)O)[CH:12]=[CH:11][CH:10]=[CH:9][CH:8]=1.Br[C:17]1[CH:22]=[C:21]([F:23])[CH:20]=[CH:19][C:18]=1[CH3:24].C(OCC)(=O)C. The catalyst is COCCOC.C1C=CC([P]([Pd]([P](C2C=CC=CC=2)(C2C=CC=CC=2)C2C=CC=CC=2)([P](C2C=CC=CC=2)(C2C=CC=CC=2)C2C=CC=CC=2)[P](C2C=CC=CC=2)(C2C=CC=CC=2)C2C=CC=CC=2)(C2C=CC=CC=2)C2C=CC=CC=2)=CC=1.CCCCCCC.